This data is from Forward reaction prediction with 1.9M reactions from USPTO patents (1976-2016). The task is: Predict the product of the given reaction. (1) Given the reactants [NH2:1][C:2]1[CH:18]=[CH:17][C:5]([O:6][C:7]2[C:12]([NH2:13])=[C:11]([C:14]#[C:15][CH3:16])[N:10]=[CH:9][N:8]=2)=[CH:4][C:3]=1[Cl:19].CC(C)([O-])C.[K+], predict the reaction product. The product is: [Cl:19][C:3]1[CH:4]=[C:5]([O:6][C:7]2[C:12]3[NH:13][C:15]([CH3:16])=[CH:14][C:11]=3[N:10]=[CH:9][N:8]=2)[CH:17]=[CH:18][C:2]=1[NH2:1]. (2) Given the reactants Br[C:2]1[CH:3]=[C:4]([C:9]([N:11]2[CH2:16][CH2:15][O:14][CH2:13][CH2:12]2)=[O:10])[CH:5]=[CH:6][C:7]=1[F:8].[CH3:17][O:18][C:19]1[CH:56]=[CH:55][C:22]([CH2:23][N:24]([CH2:46][C:47]2[CH:52]=[CH:51][C:50]([O:53][CH3:54])=[CH:49][CH:48]=2)[C:25]2[N:30]=[CH:29][C:28]([C:31]3[C:32]4[CH2:45][CH2:44][NH:43][C:33]=4[N:34]=[C:35]([N:37]4[CH2:42][CH2:41][O:40][CH2:39][CH2:38]4)[N:36]=3)=[CH:27][N:26]=2)=[CH:21][CH:20]=1.CC(C1C=C(C(C)C)C(C2C=CC=CC=2P(C2CCCCC2)C2CCCCC2)=C(C(C)C)C=1)C.P([O-])([O-])([O-])=O.[K+].[K+].[K+], predict the reaction product. The product is: [CH3:54][O:53][C:50]1[CH:49]=[CH:48][C:47]([CH2:46][N:24]([CH2:23][C:22]2[CH:21]=[CH:20][C:19]([O:18][CH3:17])=[CH:56][CH:55]=2)[C:25]2[N:26]=[CH:27][C:28]([C:31]3[C:32]4[CH2:45][CH2:44][N:43]([C:2]5[CH:3]=[C:4]([C:9]([N:11]6[CH2:16][CH2:15][O:14][CH2:13][CH2:12]6)=[O:10])[CH:5]=[CH:6][C:7]=5[F:8])[C:33]=4[N:34]=[C:35]([N:37]4[CH2:42][CH2:41][O:40][CH2:39][CH2:38]4)[N:36]=3)=[CH:29][N:30]=2)=[CH:52][CH:51]=1. (3) Given the reactants [Cl:1][C:2]1[CH:3]=[C:4]([CH:7]=[CH:8][C:9]=1[OH:10])[CH:5]=[O:6].[CH:11]1[CH:16]=[CH:15][C:14]([CH2:17]Br)=[CH:13][CH:12]=1.C([O-])([O-])=O.[K+].[K+].O, predict the reaction product. The product is: [CH2:17]([O:10][C:9]1[CH:8]=[CH:7][C:4]([CH:5]=[O:6])=[CH:3][C:2]=1[Cl:1])[C:14]1[CH:15]=[CH:16][CH:11]=[CH:12][CH:13]=1. (4) Given the reactants Cl[C:2]1[N:7]=[C:6]([CH3:8])[C:5]([N+:9]([O-:11])=[O:10])=[CH:4][CH:3]=1.[CH3:12][NH2:13], predict the reaction product. The product is: [CH3:12][NH:13][C:2]1[CH:3]=[CH:4][C:5]([N+:9]([O-:11])=[O:10])=[C:6]([CH3:8])[N:7]=1. (5) Given the reactants [CH3:1][S:2](Cl)(=[O:4])=[O:3].Cl.[CH:7]1[CH:16]=[CH:15][CH:14]=[C:13]2[C:8]=1[C:9]1[N:19]3[CH2:20][CH2:21][CH2:22][NH:23][CH2:24][C:18]3=[N:17][C:10]=1[CH:11]=[N:12]2.C(N(CC)CC)C, predict the reaction product. The product is: [CH3:1][S:2]([N:23]1[CH2:22][CH2:21][CH2:20][N:19]2[C:9]3[C:8]4[C:13](=[CH:14][CH:15]=[CH:16][CH:7]=4)[N:12]=[CH:11][C:10]=3[N:17]=[C:18]2[CH2:24]1)(=[O:4])=[O:3]. (6) Given the reactants Cl[C:2]1[N:7]=[N:6][C:5]([CH3:8])=[C:4]([O:9][C:10]2[C:11]([NH2:16])=[N:12][CH:13]=[CH:14][CH:15]=2)[CH:3]=1.C([O-])=O.[NH4+], predict the reaction product. The product is: [CH3:8][C:5]1[N:6]=[N:7][CH:2]=[CH:3][C:4]=1[O:9][C:10]1[C:11]([NH2:16])=[N:12][CH:13]=[CH:14][CH:15]=1.